Dataset: Forward reaction prediction with 1.9M reactions from USPTO patents (1976-2016). Task: Predict the product of the given reaction. The product is: [NH2:2][C:3]1[N:11]=[C:10]([O:12][CH2:13][CH2:14][CH2:15][CH3:16])[N:9]=[C:8]2[C:4]=1[NH:5][C:6](=[O:21])[N:7]2[CH2:17][CH2:18][CH2:19][NH:35][CH:32]1[CH2:33][CH2:34][N:29]([CH2:22][C:23]2[CH:28]=[CH:27][CH:26]=[CH:25][CH:24]=2)[CH2:30][CH2:31]1. Given the reactants Cl.[NH2:2][C:3]1[N:11]=[C:10]([O:12][CH2:13][CH2:14][CH2:15][CH3:16])[N:9]=[C:8]2[C:4]=1[NH:5][C:6](=[O:21])[N:7]2[CH2:17][CH2:18][CH2:19]Br.[CH2:22]([N:29]1[CH2:34][CH2:33][CH:32]([NH2:35])[CH2:31][CH2:30]1)[C:23]1[CH:28]=[CH:27][CH:26]=[CH:25][CH:24]=1, predict the reaction product.